This data is from Reaction yield outcomes from USPTO patents with 853,638 reactions. The task is: Predict the reaction yield, written as a fraction of the theoretical maximum amount of product (1.0 means a 100% yield; for example, 0.34 means a 34% yield). (1) The reactants are C([O:3][CH:4](OCC)[CH2:5][O:6][C:7]1[C:14]([O:15][CH3:16])=[CH:13][CH:12]=[CH:11][C:8]=1[CH:9]=O)C. The catalyst is C(O)(=O)C. The product is [CH3:16][O:15][C:14]1[C:7]2[O:6][C:5]([CH:4]=[O:3])=[CH:9][C:8]=2[CH:11]=[CH:12][CH:13]=1. The yield is 0.340. (2) The reactants are C[O:2][C:3](=[O:18])[CH:4]([C:7]1[CH:12]=[C:11]([O:13][CH:14]([F:16])[F:15])[CH:10]=[C:9]([Cl:17])[CH:8]=1)[CH:5]=[O:6].CO.[BH4-].[Na+]. The catalyst is C1COCC1.C(OCC)(=O)C.O. The product is [Cl:17][C:9]1[CH:8]=[C:7]([CH:12]=[C:11]([O:13][CH:14]([F:15])[F:16])[CH:10]=1)[CH:4]([CH2:5][OH:6])[C:3]([OH:18])=[O:2]. The yield is 0.480. (3) The reactants are Br[C:2]1[CH:7]=[CH:6][C:5]([C:8]2[NH:12][C:11]([C@@H:13]3[CH2:17][C@H:16]([CH3:18])[CH2:15][N:14]3[C:19]([O:21][C:22]([CH3:25])([CH3:24])[CH3:23])=[O:20])=[N:10][CH:9]=2)=[CH:4][CH:3]=1.[CH3:26][C:27]1([CH3:43])[C:31]([CH3:33])([CH3:32])[O:30][B:29]([B:29]2[O:30][C:31]([CH3:33])([CH3:32])[C:27]([CH3:43])([CH3:26])[O:28]2)[O:28]1.C([O-])(=O)C.[K+]. The catalyst is O1CCOCC1.C1C=CC([P]([Pd]([P](C2C=CC=CC=2)(C2C=CC=CC=2)C2C=CC=CC=2)([P](C2C=CC=CC=2)(C2C=CC=CC=2)C2C=CC=CC=2)[P](C2C=CC=CC=2)(C2C=CC=CC=2)C2C=CC=CC=2)(C2C=CC=CC=2)C2C=CC=CC=2)=CC=1. The product is [CH3:18][C@@H:16]1[CH2:15][N:14]([C:19]([O:21][C:22]([CH3:25])([CH3:24])[CH3:23])=[O:20])[C@H:13]([C:11]2[NH:12][C:8]([C:5]3[CH:6]=[CH:7][C:2]([B:29]4[O:30][C:31]([CH3:33])([CH3:32])[C:27]([CH3:43])([CH3:26])[O:28]4)=[CH:3][CH:4]=3)=[CH:9][N:10]=2)[CH2:17]1. The yield is 0.970.